Predict the reactants needed to synthesize the given product. From a dataset of Full USPTO retrosynthesis dataset with 1.9M reactions from patents (1976-2016). (1) The reactants are: [Cl:1][C:2]1[N:7]=[C:6]([C:8]2[C:16]3[C:11](=[CH:12][CH:13]=[C:14]([F:17])[CH:15]=3)[N:10](C(OC(C)(C)C)=O)[CH:9]=2)[CH:5]=[CH:4][N:3]=1.[NH2:25][C:26]1[CH:31]=[CH:30][C:29]([N:32]2[CH2:37][CH2:36][O:35][CH2:34][CH2:33]2)=[CH:28][CH:27]=1. Given the product [F:17][C:14]1[CH:15]=[C:16]2[C:11](=[CH:12][CH:13]=1)[NH:10][CH:9]=[C:8]2[C:6]1[CH:5]=[CH:4][N:3]=[C:2]([NH:25][C:26]2[CH:27]=[CH:28][C:29]([N:32]3[CH2:37][CH2:36][O:35][CH2:34][CH2:33]3)=[CH:30][CH:31]=2)[N:7]=1.[ClH:1], predict the reactants needed to synthesize it. (2) Given the product [CH:22]([CH:21]([N:20]1[C:17]2[CH:18]=[CH:19][C:14]([C:13]([NH:12][C@@H:7]([CH2:8][CH:9]([CH3:10])[CH3:11])[C:6]([OH:5])=[O:38])=[O:37])=[CH:15][C:16]=2[N:28]=[C:29]1[CH2:30][C:31]1[S:32][CH:33]=[CH:34][CH:35]=1)[CH:25]([CH3:26])[CH3:27])([CH3:24])[CH3:23], predict the reactants needed to synthesize it. The reactants are: C([O:5][C:6](=[O:38])[C@@H:7]([NH:12][C:13](=[O:37])[C:14]1[CH:19]=[CH:18][C:17]([NH:20][CH:21]([CH:25]([CH3:27])[CH3:26])[CH:22]([CH3:24])[CH3:23])=[C:16]([NH:28][C:29](=O)[CH2:30][C:31]2[S:32][CH:33]=[CH:34][CH:35]=2)[CH:15]=1)[CH2:8][CH:9]([CH3:11])[CH3:10])(C)(C)C.Cl. (3) Given the product [F:1][C:2]1[CH:24]=[CH:23][CH:22]=[CH:21][C:3]=1[O:4][C:5]1[C:18](=[O:19])[N:17]([CH3:20])[C:8]2[N:9]=[C:10]([NH:29][CH2:25][CH:26]([CH3:28])[CH3:27])[N:11]=[CH:12][C:7]=2[CH:6]=1, predict the reactants needed to synthesize it. The reactants are: [F:1][C:2]1[CH:24]=[CH:23][CH:22]=[CH:21][C:3]=1[O:4][C:5]1[C:18](=[O:19])[N:17]([CH3:20])[C:8]2[N:9]=[C:10](S(C)(=O)=O)[N:11]=[CH:12][C:7]=2[CH:6]=1.[CH2:25]([NH2:29])[CH:26]([CH3:28])[CH3:27]. (4) Given the product [CH3:58][N:59]([CH3:66])[CH:60]1[CH2:65][CH2:64][N:63]([C:22]([C:21]2[CH:25]=[CH:26][C:18]([C:15]3[CH:16]=[CH:17][C:12]4[N:13]([C:9]([C:6]5[CH:5]=[CH:4][C:3]([C:1]#[N:2])=[CH:8][CH:7]=5)=[CH:10][N:11]=4)[CH:14]=3)=[CH:19][CH:20]=2)=[O:23])[CH2:62][CH2:61]1, predict the reactants needed to synthesize it. The reactants are: [C:1]([C:3]1[CH:8]=[CH:7][C:6]([C:9]2[N:13]3[CH:14]=[C:15]([C:18]4[CH:26]=[CH:25][C:21]([C:22](O)=[O:23])=[CH:20][CH:19]=4)[CH:16]=[CH:17][C:12]3=[N:11][CH:10]=2)=[CH:5][CH:4]=1)#[N:2].CN(C(ON1N=NC2C=CC=NC1=2)=[N+](C)C)C.F[P-](F)(F)(F)(F)F.CN1CCOCC1.[CH3:58][N:59]([CH3:66])[CH:60]1[CH2:65][CH2:64][NH:63][CH2:62][CH2:61]1. (5) Given the product [CH2:1]([O:8][C@H:9]1[C@H:15]([O:16][CH2:17][C:18]2[CH:23]=[CH:22][CH:21]=[CH:20][CH:19]=2)[C@@H:14]([O:24][CH2:25][C:26]2[CH:31]=[CH:30][CH:29]=[CH:28][CH:27]=2)[C@:13]2([C:33]3[CH:38]=[CH:37][C:36]([Cl:39])=[C:35]([CH2:40][C:41]4[CH:42]=[CH:43][C:44]([O:47][C:48]([F:51])([F:50])[F:49])=[CH:45][CH:46]=4)[CH:34]=3)[O:32][C@@:10]1([C:52]([OH:55])=[O:53])[CH2:11][O:12]2)[C:2]1[CH:3]=[CH:4][CH:5]=[CH:6][CH:7]=1, predict the reactants needed to synthesize it. The reactants are: [CH2:1]([O:8][C@H:9]1[C@H:15]([O:16][CH2:17][C:18]2[CH:23]=[CH:22][CH:21]=[CH:20][CH:19]=2)[C@@H:14]([O:24][CH2:25][C:26]2[CH:31]=[CH:30][CH:29]=[CH:28][CH:27]=2)[C@:13]2([C:33]3[CH:38]=[CH:37][C:36]([Cl:39])=[C:35]([CH2:40][C:41]4[CH:46]=[CH:45][C:44]([O:47][C:48]([F:51])([F:50])[F:49])=[CH:43][CH:42]=4)[CH:34]=3)[O:32][C@@:10]1([CH2:52][OH:53])[CH2:11][O:12]2)[C:2]1[CH:7]=[CH:6][CH:5]=[CH:4][CH:3]=1.C(=O)(O)[O-:55].[Na+].[Br-].[K+].Cl[O-].[Na+].Cl.